This data is from Reaction yield outcomes from USPTO patents with 853,638 reactions. The task is: Predict the reaction yield, written as a fraction of the theoretical maximum amount of product (1.0 means a 100% yield; for example, 0.34 means a 34% yield). (1) The reactants are Cl[C:2]1[CH:7]=[CH:6][N:5]=[C:4]2[NH:8][N:9]=[C:10]([CH:11]([CH3:13])[CH3:12])[C:3]=12.[CH3:14][O:15][C:16]1[N:21]=[CH:20][C:19](B(O)O)=[CH:18][CH:17]=1.C(C1C2C(=NC=CC=2C2C=CSC=2)NN=1)(C)C. No catalyst specified. The product is [CH:11]([C:10]1[C:3]2[C:4](=[N:5][CH:6]=[CH:7][C:2]=2[C:19]2[CH:20]=[N:21][C:16]([O:15][CH3:14])=[CH:17][CH:18]=2)[NH:8][N:9]=1)([CH3:13])[CH3:12]. The yield is 0.600. (2) The reactants are [CH2:1]([C:5]1[CH:13]=[CH:12][C:8]([C:9]([OH:11])=O)=[CH:7][CH:6]=1)[CH2:2][CH2:3][CH3:4].CCN(CC)CC.CN(C(ON1N=NC2C=CC=CC1=2)=[N+](C)C)C.[B-](F)(F)(F)F.C([O-])(=O)C.[O:47]=[C:48]1[C@@H:51]([NH3+:52])[CH2:50][NH:49]1. The catalyst is C(Cl)Cl.CCOCC. The product is [CH2:1]([C:5]1[CH:6]=[CH:7][C:8]([C:9]([NH:52][C@H:51]2[CH2:50][NH:49][C:48]2=[O:47])=[O:11])=[CH:12][CH:13]=1)[CH2:2][CH2:3][CH3:4]. The yield is 0.290. (3) The reactants are F[C:2]1[CH:7]=[C:6]([F:8])[CH:5]=[CH:4][C:3]=1[C:9]1[N:10]=[C:11]2[N:15]([C:16]=1[C:17]1[CH:18]=[N:19][C:20]([NH:23][NH2:24])=[CH:21][CH:22]=1)[CH:14]=[CH:13][O:12]2.FC1C=CC(C2N=C3N(C=2)C=CO3)=CC=1.[CH2:40]1C(=O)N(I)[C:42](=[O:43])[CH2:41]1.FC1C=CC(B(O)O)=CN=1.NN.[Si](OCCC=O)(C(C)(C)C)(C)C.C(O)(=O)C.C(O)(=O)C.IC1C=CC=CC=1. The catalyst is CO. The product is [F:8][C:6]1[CH:5]=[CH:4][C:3]([C:9]2[N:10]=[C:11]3[N:15]([C:16]=2[C:17]2[CH:22]=[CH:21][C:20]4[N:19]([C:40]([CH2:41][CH2:42][OH:43])=[N:24][N:23]=4)[CH:18]=2)[CH:14]=[CH:13][O:12]3)=[CH:2][CH:7]=1. The yield is 0.140. (4) The reactants are [Br:1][C:2]1[C:3](=[O:17])[N:4]([CH2:9][C:10]2[CH:15]=[CH:14][C:13]([Cl:16])=[CH:12][CH:11]=2)[C:5](=[O:8])[NH:6][N:7]=1.[OH:18][CH2:19][C:20]1[CH:25]=[CH:24][CH:23]=[CH:22][C:21]=1B(O)O.N1C=CC=CC=1. The catalyst is CN(C=O)C.C([O-])(=O)C.[Cu+2].C([O-])(=O)C. The product is [Br:1][C:2]1[C:3](=[O:17])[N:4]([CH2:9][C:10]2[CH:15]=[CH:14][C:13]([Cl:16])=[CH:12][CH:11]=2)[C:5](=[O:8])[N:6]([C:21]2[CH:22]=[CH:23][CH:24]=[CH:25][C:20]=2[CH2:19][OH:18])[N:7]=1. The yield is 0.620. (5) The reactants are [Cl:1][C:2]1[CH:3]=[C:4]([CH2:9][S:10](Cl)(=[O:12])=[O:11])[CH:5]=[CH:6][C:7]=1[Cl:8].CC(C)=O.[OH-].[NH4+:19]. The catalyst is O. The product is [Cl:1][C:2]1[CH:3]=[C:4]([CH2:9][S:10]([NH2:19])(=[O:12])=[O:11])[CH:5]=[CH:6][C:7]=1[Cl:8]. The yield is 0.810. (6) The reactants are C(N(C(C)C)C(C)C)C.[C:10]1(=[O:38])[N:14]([CH2:15][C@H:16]([OH:32])[CH2:17][NH:18][C:19]2[CH:24]=[CH:23][C:22]([N:25]3[CH2:30][CH2:29][O:28][CH2:27][CH2:26]3)=[C:21]([F:31])[CH:20]=2)[C:13](=[O:33])[C:12]2=[CH:34][CH:35]=[CH:36][CH:37]=[C:11]12.Cl[C:40]([O:42][CH2:43][CH3:44])=[O:41]. The catalyst is C(Cl)Cl. The product is [CH2:43]([O:42][C:40](=[O:41])[N:18]([CH2:17][C@H:16]([OH:32])[CH2:15][N:14]1[C:13](=[O:33])[C:12]2=[CH:34][CH:35]=[CH:36][CH:37]=[C:11]2[C:10]1=[O:38])[C:19]1[CH:24]=[CH:23][C:22]([N:25]2[CH2:26][CH2:27][O:28][CH2:29][CH2:30]2)=[C:21]([F:31])[CH:20]=1)[CH3:44]. The yield is 0.955. (7) The reactants are [C:1]([NH:5][C:6](=[O:8])[OH:7])([CH3:4])([CH3:3])[CH3:2].C[O:10][CH2:11][C:12]1([S:15]([NH2:18])(=[O:17])=[O:16])[CH2:14][CH2:13]1.[CH2:19]([N:22]=C=O)[CH2:20][CH3:21]. No catalyst specified. The product is [C:1]([NH:5][C:6](=[O:7])[OH:8])([CH3:4])([CH3:3])[CH3:2].[CH2:19]([NH:22][C:11]([C:12]1([S:15]([NH2:18])(=[O:17])=[O:16])[CH2:14][CH2:13]1)=[O:10])[CH2:20][CH3:21]. The yield is 1.00.